This data is from Retrosynthesis with 50K atom-mapped reactions and 10 reaction types from USPTO. The task is: Predict the reactants needed to synthesize the given product. (1) The reactants are: CCCCCC(CCCN1C(=O)c2ccccc2C1=O)OC1CCCCO1. Given the product CCCCCC(CCCN)OC1CCCCO1, predict the reactants needed to synthesize it. (2) The reactants are: ClCC1CN(Cc2ccccc2)CCO1.[N-]=[N+]=[N-]. Given the product [N-]=[N+]=NCC1CN(Cc2ccccc2)CCO1, predict the reactants needed to synthesize it. (3) The reactants are: CCOC(=O)CS(=O)(=O)c1ccc(Br)cc1.C[C@@H]1CCCN1CCc1ccc(B(O)O)cc1. Given the product CCOC(=O)CS(=O)(=O)c1ccc(-c2ccc(CCN3CCC[C@H]3C)cc2)cc1, predict the reactants needed to synthesize it. (4) Given the product COC(=O)c1ccc(CN(C)C)cc1, predict the reactants needed to synthesize it. The reactants are: CNC.COC(=O)c1ccc(CBr)cc1. (5) The reactants are: CCOC(=O)C1CC(Br)=NN1c1ncccc1Cl. Given the product O=C(O)C1CC(Br)=NN1c1ncccc1Cl, predict the reactants needed to synthesize it.